Dataset: Catalyst prediction with 721,799 reactions and 888 catalyst types from USPTO. Task: Predict which catalyst facilitates the given reaction. (1) Reactant: C(OC(=O)[NH:10][C@H:11]1[CH2:16][CH2:15][C@H:14]([O:17][Si:18]([C:21]([CH3:24])([CH3:23])[CH3:22])([CH3:20])[CH3:19])[CH2:13][CH2:12]1)C1C=CC=CC=1.[H][H]. Product: [C:21]([Si:18]([CH3:20])([CH3:19])[O:17][C@H:14]1[CH2:13][CH2:12][C@H:11]([NH2:10])[CH2:16][CH2:15]1)([CH3:24])([CH3:23])[CH3:22]. The catalyst class is: 99. (2) Product: [CH3:2][O:3][N:4]([CH3:5])[C:19](=[O:20])[CH:18]([C:23]1[CH:28]=[CH:27][CH:26]=[C:25]([F:29])[CH:24]=1)[CH2:17][C:14]1[CH:13]=[CH:12][C:11]([Cl:10])=[CH:16][CH:15]=1. Reactant: Cl.[CH3:2][O:3][NH:4][CH3:5].[Cl-].C[Al+]C.[Cl:10][C:11]1[CH:16]=[CH:15][C:14]([CH2:17][CH:18]([C:23]2[CH:28]=[CH:27][CH:26]=[C:25]([F:29])[CH:24]=2)[C:19](OC)=[O:20])=[CH:13][CH:12]=1. The catalyst class is: 2.